This data is from Reaction yield outcomes from USPTO patents with 853,638 reactions. The task is: Predict the reaction yield, written as a fraction of the theoretical maximum amount of product (1.0 means a 100% yield; for example, 0.34 means a 34% yield). (1) The yield is 0.120. The product is [N:34]1[NH:39][N:40]=[N:41][C:33]=1[C:30]1[CH:29]=[N:28][C:27]([C:24]2[CH:23]=[CH:22][C:21]([CH2:20][C@H:12]([NH:11][C:9](=[O:10])[C:8]3[CH:7]=[CH:6][C:5]([C:1]([CH3:2])([CH3:3])[CH3:4])=[CH:36][CH:35]=3)[C:13]([O:15][C:16]([CH3:19])([CH3:17])[CH3:18])=[O:14])=[CH:26][CH:25]=2)=[N:32][CH:31]=1. The catalyst is CN(C=O)C.CC(=O)OCC. The reactants are [C:1]([C:5]1[CH:36]=[CH:35][C:8]([C:9]([NH:11][C@@H:12]([CH2:20][C:21]2[CH:26]=[CH:25][C:24]([C:27]3[N:32]=[CH:31][C:30]([C:33]#[N:34])=[CH:29][N:28]=3)=[CH:23][CH:22]=2)[C:13]([O:15][C:16]([CH3:19])([CH3:18])[CH3:17])=[O:14])=[O:10])=[CH:7][CH:6]=1)([CH3:4])([CH3:3])[CH3:2].[NH4+].[Cl-].[N-:39]=[N+:40]=[N-:41].[Na+]. (2) The reactants are [CH:1]([N:4]1[C:8]([C:9]2[CH:10]=[C:11]([NH2:17])[CH:12]=[CH:13][C:14]=2[O:15][CH3:16])=[CH:7][CH:6]=[N:5]1)([CH3:3])[CH3:2].[F:18][C:19]1[CH:24]=[CH:23][C:22]([N:25]=[C:26]=[O:27])=[CH:21][CH:20]=1. The catalyst is C(Cl)Cl. The product is [F:18][C:19]1[CH:24]=[CH:23][C:22]([NH:25][C:26]([NH:17][C:11]2[CH:12]=[CH:13][C:14]([O:15][CH3:16])=[C:9]([C:8]3[N:4]([CH:1]([CH3:3])[CH3:2])[N:5]=[CH:6][CH:7]=3)[CH:10]=2)=[O:27])=[CH:21][CH:20]=1. The yield is 0.300.